The task is: Predict which catalyst facilitates the given reaction.. This data is from Catalyst prediction with 721,799 reactions and 888 catalyst types from USPTO. (1) Reactant: [CH2:1]([C:3]1[C:11]2[CH2:10][CH2:9][CH2:8][CH2:7][C:6]=2[N:5]([CH2:12][C:13]2[CH:22]=[CH:21][C:16]([C:17]([O:19]C)=[O:18])=[CH:15][CH:14]=2)[N:4]=1)[CH3:2].O.[OH-].[Li+].CO.O. The catalyst class is: 1. Product: [CH2:1]([C:3]1[C:11]2[CH2:10][CH2:9][CH2:8][CH2:7][C:6]=2[N:5]([CH2:12][C:13]2[CH:14]=[CH:15][C:16]([C:17]([OH:19])=[O:18])=[CH:21][CH:22]=2)[N:4]=1)[CH3:2]. (2) Reactant: C(OC([N:8]1[C:16]2[C:11](=[CH:12][CH:13]=[C:14]([Br:17])[CH:15]=2)/[C:10](=[CH:18]/[C:19]2[CH:24]=[CH:23][CH:22]=[C:21]([Cl:25])[CH:20]=2)/[C:9]1=[O:26])=O)(C)(C)C.[C:27]([CH:30]=[N:31][C:32]([O:34][Si](C)(C)C)=[CH2:33])([CH3:29])=[CH2:28].FC(F)(F)C(O)=O. Product: [Br:17][C:14]1[CH:15]=[C:16]2[NH:8][C:9](=[O:26])[C:10]3([CH:18]([C:19]4[CH:24]=[CH:23][CH:22]=[C:21]([Cl:25])[CH:20]=4)[CH2:33][C:32](=[O:34])[NH:31][CH:30]3[C:27]([CH3:29])=[CH2:28])[C:11]2=[CH:12][CH:13]=1. The catalyst class is: 11. (3) Reactant: C([O:3][C:4]([C:6]1[CH:10]=[C:9]([OH:11])[N:8]([C:12]2[CH:17]=[CH:16][C:15]([C:18]([F:21])([F:20])[F:19])=[CH:14][CH:13]=2)[N:7]=1)=[O:5])C.[Li+].[OH-].[OH-].[Na+]. Product: [OH:11][C:9]1[N:8]([C:12]2[CH:13]=[CH:14][C:15]([C:18]([F:21])([F:20])[F:19])=[CH:16][CH:17]=2)[N:7]=[C:6]([C:4]([OH:5])=[O:3])[CH:10]=1. The catalyst class is: 20. (4) Reactant: [Cl:1][C:2]1[CH:10]=[CH:9][C:8]2[NH:7][C:6]3[CH2:11][CH2:12][N:13]([CH3:15])[CH2:14][C:5]=3[C:4]=2[CH:3]=1.P([O-])([O-])([O-])=O.[K+].[K+].[K+].Br[CH:25]=[C:26]([C:28]1[CH:33]=[CH:32][CH:31]=[CH:30][C:29]=1[F:34])[CH3:27]. Product: [Cl:1][C:2]1[CH:10]=[CH:9][C:8]2[N:7](/[CH:25]=[C:26](\[C:28]3[CH:33]=[CH:32][CH:31]=[CH:30][C:29]=3[F:34])/[CH3:27])[C:6]3[CH2:11][CH2:12][N:13]([CH3:15])[CH2:14][C:5]=3[C:4]=2[CH:3]=1. The catalyst class is: 122. (5) Reactant: Cl[CH2:2][C:3]([NH:5][C@H:6]1[CH2:11][CH2:10][C@H:9]([NH:12][C:13]2[CH:18]=[C:17]([C:19]3[C:27]4[C:22](=[N:23][CH:24]=[C:25]([O:28][CH3:29])[CH:26]=4)[NH:21][CH:20]=3)[CH:16]=[C:15]([Cl:30])[N:14]=2)[CH2:8][CH2:7]1)=[O:4].[CH:31]1([NH2:37])[CH2:36][CH2:35][CH2:34][CH2:33][CH2:32]1.C(N(CC)CC)C. Product: [Cl:30][C:15]1[N:14]=[C:13]([NH:12][C@H:9]2[CH2:10][CH2:11][C@H:6]([NH:5][C:3](=[O:4])[CH2:2][NH:37][CH:31]3[CH2:36][CH2:35][CH2:34][CH2:33][CH2:32]3)[CH2:7][CH2:8]2)[CH:18]=[C:17]([C:19]2[C:27]3[C:22](=[N:23][CH:24]=[C:25]([O:28][CH3:29])[CH:26]=3)[NH:21][CH:20]=2)[CH:16]=1. The catalyst class is: 3. (6) Reactant: C1COCC1.[CH3:6][C:7]([CH3:20])([CH3:19])[CH2:8][O:9][CH2:10][C:11]1[CH:18]=[CH:17][C:14]([C:15]#[N:16])=[CH:13][CH:12]=1.[H][H]. Product: [CH3:6][C:7]([CH3:20])([CH3:19])[CH2:8][O:9][CH2:10][C:11]1[CH:12]=[CH:13][C:14]([CH2:15][NH2:16])=[CH:17][CH:18]=1. The catalyst class is: 5.